From a dataset of Full USPTO retrosynthesis dataset with 1.9M reactions from patents (1976-2016). Predict the reactants needed to synthesize the given product. (1) Given the product [CH2:1]([O:8][C:9]1[CH:10]=[C:11]2[C:12]([CH:13]=[N:22][N:17]2[CH2:18][CH:19]([OH:21])[CH3:20])=[CH:15][CH:16]=1)[C:2]1[CH:7]=[CH:6][CH:5]=[CH:4][CH:3]=1, predict the reactants needed to synthesize it. The reactants are: [CH2:1]([O:8][C:9]1[CH:16]=[CH:15][C:12]([CH:13]=O)=[C:11]([NH:17][CH2:18][CH:19]([OH:21])[CH3:20])[CH:10]=1)[C:2]1[CH:7]=[CH:6][CH:5]=[CH:4][CH:3]=1.[NH:22]1C2C(=CC=CC=2)C=N1.N([O-])=O.[Na+]. (2) Given the product [Cl:43][C:44]1[C:45]([OH:54])=[C:46]([C:51](=[O:53])[CH3:52])[CH:47]=[CH:48][C:49]=1[O:42][CH2:41][C:37]1[CH:38]=[CH:39][CH:40]=[C:35]([I:34])[CH:36]=1, predict the reactants needed to synthesize it. The reactants are: C1(P(C2C=CC=CC=2)C2C=CC=CC=2)C=CC=CC=1.CC(OC(/N=N/C(OC(C)C)=O)=O)C.[I:34][C:35]1[CH:36]=[C:37]([CH2:41][OH:42])[CH:38]=[CH:39][CH:40]=1.[Cl:43][C:44]1[C:45]([OH:54])=[C:46]([C:51](=[O:53])[CH3:52])[CH:47]=[CH:48][C:49]=1O. (3) Given the product [N+:1]([C:4]1[CH:5]=[CH:6][C:7]2[O:12][C@@:11]([CH3:18])([CH:13]([O:16][CH3:17])[O:14][CH3:15])[C@H:10]([OH:19])[C@@H:9]([N:29]([C:24]3[CH:25]=[CH:26][CH:27]=[CH:28][C:23]=3[O:22][CH3:21])[CH2:30][C:31]3[NH:35][CH:34]=[CH:33][N:32]=3)[C:8]=2[CH:20]=1)([O-:3])=[O:2], predict the reactants needed to synthesize it. The reactants are: [N+:1]([C:4]1[CH:5]=[CH:6][C:7]2[O:12][C@@:11]([CH3:18])([CH:13]([O:16][CH3:17])[O:14][CH3:15])[C@@H:10]3[O:19][C@@H:9]3[C:8]=2[CH:20]=1)([O-:3])=[O:2].[CH3:21][O:22][C:23]1[CH:28]=[CH:27][CH:26]=[CH:25][C:24]=1[NH:29][CH2:30][C:31]1[NH:32][CH:33]=[CH:34][N:35]=1.